Dataset: Forward reaction prediction with 1.9M reactions from USPTO patents (1976-2016). Task: Predict the product of the given reaction. Given the reactants [Cl:1][C:2]1[CH:3]=[CH:4][C:5]([O:10][CH2:11][C:12]2[C:17]([F:18])=[CH:16][CH:15]=[CH:14][C:13]=2[F:19])=[C:6]([CH:9]=1)[CH:7]=[O:8].[CH:20]([C:22]([CH3:24])=[O:23])=[CH2:21].C(N(CC)CC)C, predict the reaction product. The product is: [Cl:1][C:2]1[CH:3]=[CH:4][C:5]([O:10][CH2:11][C:12]2[C:17]([F:18])=[CH:16][CH:15]=[CH:14][C:13]=2[F:19])=[C:6]([C:7](=[O:8])[CH2:21][CH2:20][C:22](=[O:23])[CH3:24])[CH:9]=1.